From a dataset of Forward reaction prediction with 1.9M reactions from USPTO patents (1976-2016). Predict the product of the given reaction. (1) Given the reactants C([O-])(=O)C.[Na+].C(O)(=O)C.IC1C=CC(C2N=[C:19]([C@H:23]([N:25](C)[C:26](=[O:35])[O:27][CH2:28][C:29]3[CH:34]=[CH:33][CH:32]=[CH:31][CH:30]=3)C)N(C)C=2)=CC=1.[C:37]([O-:40])([OH:39])=O.[Na+], predict the reaction product. The product is: [NH:25]([C:26]([O:27][CH2:28][C:29]1[CH:34]=[CH:33][CH:32]=[CH:31][CH:30]=1)=[O:35])[C@@H:23]([C:37]([OH:40])=[O:39])[CH3:19]. (2) Given the reactants C([O:3][C:4]([C@@H:6]1[C@@H:43]2[C@H:7]1[CH2:8][C:9]1[CH:14]=[C:13]([O:15][CH2:16][C:17]3[CH:18]=[C:19]([C:28]4[CH:33]=[CH:32][C:31]([O:34][CH2:35][CH2:36][C:37]([OH:42])([CH3:41])[CH:38]([F:40])[F:39])=[CH:30][CH:29]=4)[C:20]([C:24]([F:27])([F:26])[F:25])=[CH:21][C:22]=3[F:23])[N:12]=[CH:11][C:10]=12)=[O:5])C.[OH-].[Li+].Cl, predict the reaction product. The product is: [F:40][CH:38]([F:39])[C:37]([OH:42])([CH3:41])[CH2:36][CH2:35][O:34][C:31]1[CH:32]=[CH:33][C:28]([C:19]2[C:20]([C:24]([F:25])([F:26])[F:27])=[CH:21][C:22]([F:23])=[C:17]([CH2:16][O:15][C:13]3[N:12]=[CH:11][C:10]4[C@@H:43]5[C@@H:6]([C:4]([OH:5])=[O:3])[C@@H:7]5[CH2:8][C:9]=4[CH:14]=3)[CH:18]=2)=[CH:29][CH:30]=1. (3) Given the reactants [F:1][C:2]1[CH:7]=[CH:6][C:5]([NH:8][C:9]2[C:10]3[C:17]([CH3:18])=[C:16]([C:19](O)=[O:20])[S:15][C:11]=3[N:12]=[CH:13][N:14]=2)=[C:4]([O:22][C@H:23]2[CH2:28][CH2:27][CH2:26][CH2:25][C@@H:24]2[OH:29])[CH:3]=1.N.C[N:32](C(ON1N=NC2C=CC=NC1=2)=[N+](C)C)C.F[P-](F)(F)(F)(F)F.CCN(C(C)C)C(C)C, predict the reaction product. The product is: [F:1][C:2]1[CH:7]=[CH:6][C:5]([NH:8][C:9]2[C:10]3[C:17]([CH3:18])=[C:16]([C:19]([NH2:32])=[O:20])[S:15][C:11]=3[N:12]=[CH:13][N:14]=2)=[C:4]([O:22][C@H:23]2[CH2:28][CH2:27][CH2:26][CH2:25][C@@H:24]2[OH:29])[CH:3]=1. (4) Given the reactants [F:1][C:2]1[CH:3]=[CH:4][C:5]([OH:36])=[C:6]([C:8]2[NH:17][CH:16]([NH:18][C@@H:19]3[CH2:23][N:22]([C:24]([O:26][C:27]([CH3:30])([CH3:29])[CH3:28])=[O:25])[CH2:21][C@H:20]3[C:31](OCC)=[O:32])[C:15]3[C:10](=[CH:11][CH:12]=[CH:13][CH:14]=3)[N:9]=2)[CH:7]=1.[H-].[H-].[H-].[H-].[Li+].[Al+3], predict the reaction product. The product is: [F:1][C:2]1[CH:3]=[CH:4][C:5]([OH:36])=[C:6]([C:8]2[N:17]=[C:16]([NH:18][C@H:19]3[C@H:20]([CH2:31][OH:32])[CH2:21][N:22]([C:24]([O:26][C:27]([CH3:29])([CH3:28])[CH3:30])=[O:25])[CH2:23]3)[C:15]3[C:10](=[CH:11][CH:12]=[CH:13][CH:14]=3)[N:9]=2)[CH:7]=1. (5) Given the reactants [C:1]([O:4][CH2:5][CH2:6][C:7]1[CH:12]=[CH:11][C:10](Br)=[CH:9][CH:8]=1)(=[O:3])[CH3:2].[CH:14]([C:16]1[CH:21]=[CH:20][CH:19]=[CH:18][C:17]=1B(O)O)=[O:15].[F-].[Cs+], predict the reaction product. The product is: [C:1]([O:4][CH2:5][CH2:6][C:7]1[CH:12]=[CH:11][C:10]([C:17]2[C:16]([CH:14]=[O:15])=[CH:21][CH:20]=[CH:19][CH:18]=2)=[CH:9][CH:8]=1)(=[O:3])[CH3:2]. (6) Given the reactants [Cl:1][C:2]1[CH:7]=[CH:6][C:5]([OH:8])=[CH:4][CH:3]=1.[H-].[Na+].Cl[C:12]1[CH:21]=[CH:20][C:15]([C:16]([O:18][CH3:19])=[O:17])=[CH:14][N:13]=1.O, predict the reaction product. The product is: [Cl:1][C:2]1[CH:7]=[CH:6][C:5]([O:8][C:12]2[CH:21]=[CH:20][C:15]([C:16]([O:18][CH3:19])=[O:17])=[CH:14][N:13]=2)=[CH:4][CH:3]=1. (7) Given the reactants [CH2:1]([C:3]1[N:4]=[C:5]2[C:10]([C:11]([F:14])([F:13])[F:12])=[CH:9][CH:8]=[CH:7][N:6]2[CH:15]=1)[CH3:2].[Br:16][C:17]1[CH:22]=[CH:21][C:20](Br)=[CH:19][N:18]=1, predict the reaction product. The product is: [Br:16][C:17]1[N:18]=[CH:19][C:20]([C:15]2[N:6]3[CH:7]=[CH:8][CH:9]=[C:10]([C:11]([F:13])([F:14])[F:12])[C:5]3=[N:4][C:3]=2[CH2:1][CH3:2])=[CH:21][CH:22]=1. (8) Given the reactants Cl[C:2]1[C:11]([N+:12]([O-:14])=[O:13])=[CH:10][CH:9]=[CH:8][C:3]=1[C:4]([O:6][CH3:7])=[O:5].B(O)O.[C:18]([O-:21])([O-])=O.[Na+].[Na+].[CH2:24]1[CH2:28]O[CH2:26][CH2:25]1, predict the reaction product. The product is: [CH3:7][O:6][C:4](=[O:5])[C:3]1[CH:8]=[CH:9][CH:10]=[C:11]([N+:12]([O-:14])=[O:13])[C:2]=1[C:24]1[CH:28]=[CH:11][C:2]2[CH2:3][CH:8]([O:21][CH3:18])[CH2:9][CH2:10][C:26]=2[CH:25]=1. (9) Given the reactants Cl[CH2:2][CH2:3][CH2:4]/[C:5](/[C:21]1O[C:23]([C:26]2[CH:31]=[CH:30][C:29]([F:32])=[CH:28][CH:27]=2)=[N:24][N:25]=1)=[CH:6]\[C:7]1[CH:12]=[CH:11][C:10]([N:13]2[CH:17]=[C:16]([CH3:18])[N:15]=[CH:14]2)=[C:9]([O:19][CH3:20])[CH:8]=1.C([O-])(=O)C.[NH4+:37], predict the reaction product. The product is: [F:32][C:29]1[CH:30]=[CH:31][C:26]([C:23]2[N:37]=[C:21]3/[C:5](=[CH:6]/[C:7]4[CH:12]=[CH:11][C:10]([N:13]5[CH:17]=[C:16]([CH3:18])[N:15]=[CH:14]5)=[C:9]([O:19][CH3:20])[CH:8]=4)/[CH2:4][CH2:3][CH2:2][N:25]3[N:24]=2)=[CH:27][CH:28]=1. (10) Given the reactants [O:1]=[C:2]1[CH2:6][CH2:5][CH:4]([C:7]([OH:9])=[O:8])[CH2:3]1.[C:10](O)([CH3:13])([CH3:12])[CH3:11].C(OCC)C, predict the reaction product. The product is: [C:10]([O:8][C:7]([CH:4]1[CH2:5][CH2:6][C:2](=[O:1])[CH2:3]1)=[O:9])([CH3:13])([CH3:12])[CH3:11].